From a dataset of Retrosynthesis with 50K atom-mapped reactions and 10 reaction types from USPTO. Predict the reactants needed to synthesize the given product. (1) Given the product CCCCc1nc(-c2cccc(OC(F)(F)F)c2)c2cc(C)sc2n1, predict the reactants needed to synthesize it. The reactants are: CCCC[Sn](CCCC)(CCCC)CCCC.Cc1cc2c(-c3cccc(OC(F)(F)F)c3)nc(Cl)nc2s1. (2) Given the product Clc1ccc(N2CCOCC2)c(CN2CCNCC2)c1, predict the reactants needed to synthesize it. The reactants are: CC(C)(C)OC(=O)N1CCN(Cc2cc(Cl)ccc2N2CCOCC2)CC1. (3) Given the product S=C=Nc1ccc(Cl)nc1Cl, predict the reactants needed to synthesize it. The reactants are: Nc1ccc(Cl)nc1Cl.S=C(Cl)Cl. (4) Given the product COC(=O)c1cc(OC(F)F)n(C)n1, predict the reactants needed to synthesize it. The reactants are: COC(=O)c1cc(O)n(C)n1.FC(F)Cl. (5) The reactants are: COc1cc(C(=O)c2ccc(C(F)(F)F)cc2)cc([N+](=O)[O-])c1OC. Given the product COc1cc(C(=O)c2ccc(C(F)(F)F)cc2)cc(N)c1OC, predict the reactants needed to synthesize it. (6) Given the product CCN1CCc2ccc(Nc3ncc(Cl)c(NCCC(=O)NC)n3)cc2CC1, predict the reactants needed to synthesize it. The reactants are: CCN1CCc2ccc(N)cc2CC1.CNC(=O)CCNc1nc(Cl)ncc1Cl. (7) Given the product COc1ccc2cc(CNCCc3ccc(Br)cc3)c(OC)nc2c1, predict the reactants needed to synthesize it. The reactants are: COc1ccc2cc(C=O)c(OC)nc2c1.NCCc1ccc(Br)cc1.